This data is from Reaction yield outcomes from USPTO patents with 853,638 reactions. The task is: Predict the reaction yield, written as a fraction of the theoretical maximum amount of product (1.0 means a 100% yield; for example, 0.34 means a 34% yield). (1) The reactants are [P:1]([O-:21])([O-:20])([O:3][CH:4]([CH2:8][CH2:9][CH2:10][CH2:11][CH2:12][CH2:13][CH2:14][CH2:15][CH2:16][CH2:17][CH2:18][CH3:19])[CH2:5][CH2:6][CH3:7])=[O:2].[OH-].[Na+:23]. The product is [P:1]([OH:21])([OH:20])([OH:3])=[O:2].[CH3:7][CH2:6][CH2:5][CH:4]([Na:23])[CH2:8][CH2:9][CH2:10][CH2:11][CH2:12][CH2:13][CH2:14][CH2:15][CH2:16][CH2:17][CH2:18][CH3:19]. The yield is 0.870. The catalyst is C(O)C. (2) The reactants are [CH2:1]1[O:5][C:4]2[CH:6]=[C:7]([OH:10])[CH:8]=[CH:9][C:3]=2[O:2]1.C([Mg]Cl)(C)C.[C:16]1([CH:22]([C:34]2[CH:39]=[CH:38][CH:37]=[CH:36][CH:35]=2)[N:23]2[C:31]3[C:26](=[CH:27][CH:28]=[CH:29][CH:30]=3)[C:25](=[O:32])[C:24]2=[O:33])[CH:21]=[CH:20][CH:19]=[CH:18][CH:17]=1.[Cl-].[NH4+]. The catalyst is C(OCC)(=O)C.O1CCCC1. The product is [C:34]1([CH:22]([C:16]2[CH:21]=[CH:20][CH:19]=[CH:18][CH:17]=2)[N:23]2[C:31]3[C:26](=[CH:27][CH:28]=[CH:29][CH:30]=3)[C:25]([OH:32])([C:8]3[C:7]([OH:10])=[CH:6][C:4]4[O:5][CH2:1][O:2][C:3]=4[CH:9]=3)[C:24]2=[O:33])[CH:35]=[CH:36][CH:37]=[CH:38][CH:39]=1. The yield is 0.980. (3) The reactants are N1C=CC=CC=1C1C=CC=CN=1.Cl[C:14]1[C:15]([C:23]([OH:25])=[O:24])=[N:16][C:17]([Cl:22])=[C:18]([Cl:21])[C:19]=1[Cl:20]. The catalyst is [Zn]. The product is [Cl:20][C:19]1[C:18]([Cl:21])=[C:17]([Cl:22])[N:16]=[C:15]([C:23]([OH:25])=[O:24])[CH:14]=1. The yield is 0.831. (4) The catalyst is C(Cl)Cl.ClCCCl. The reactants are [Cl:1][C:2]1[N:3]=[C:4]([N:14]2[CH2:19][CH2:18][O:17][CH2:16][CH2:15]2)[C:5]2[N:11]=[CH:10][C:9]([CH:12]=O)=[CH:8][C:6]=2[N:7]=1.[OH:20][CH:21]([CH3:30])[C:22]([N:24]1[CH2:29][CH2:28][NH:27][CH2:26][CH2:25]1)=[O:23].C(OC)(OC)OC.C(O[BH-](OC(=O)C)OC(=O)C)(=O)C.[Na+]. The yield is 0.330. The product is [Cl:1][C:2]1[N:3]=[C:4]([N:14]2[CH2:19][CH2:18][O:17][CH2:16][CH2:15]2)[C:5]2[N:11]=[CH:10][C:9]([CH2:12][N:27]3[CH2:26][CH2:25][N:24]([C:22](=[O:23])[CH:21]([OH:20])[CH3:30])[CH2:29][CH2:28]3)=[CH:8][C:6]=2[N:7]=1. (5) The reactants are [C:1]1(=[O:14])[C:6]2[CH:7]=[C:8]3[N:13]([C:5]=2[CH:4]=[N:3][NH:2]1)[CH2:12][CH2:11][CH2:10][CH2:9]3.Br[C:16]1[N:23]=[CH:22][CH:21]=[C:20]([Cl:24])[C:17]=1[CH:18]=[O:19].C(=O)([O-])[O-].[K+].[K+].COC1C2C(=C3C(=CC=2)C(OC)=CC=N3)N=CC=1. The catalyst is [Cu]I.O1CCOCC1. The product is [Cl:24][C:20]1[C:17]([CH:18]=[O:19])=[C:16]([N:2]2[C:1](=[O:14])[C:6]3[CH:7]=[C:8]4[N:13]([C:5]=3[CH:4]=[N:3]2)[CH2:12][CH2:11][CH2:10][CH2:9]4)[N:23]=[CH:22][CH:21]=1. The yield is 0.370.